From a dataset of Peptide-MHC class I binding affinity with 185,985 pairs from IEDB/IMGT. Regression. Given a peptide amino acid sequence and an MHC pseudo amino acid sequence, predict their binding affinity value. This is MHC class I binding data. (1) The peptide sequence is ATFEVFLAK. The MHC is HLA-B08:02 with pseudo-sequence HLA-B08:02. The binding affinity (normalized) is 0.0847. (2) The peptide sequence is AYLRKHFSM. The MHC is HLA-A01:01 with pseudo-sequence HLA-A01:01. The binding affinity (normalized) is 0.